From a dataset of Retrosynthesis with 50K atom-mapped reactions and 10 reaction types from USPTO. Predict the reactants needed to synthesize the given product. (1) Given the product CCCc1nc(C)n(C2CCOCC2)c(=O)c1Cc1ccc(-c2ccccc2C#N)cc1, predict the reactants needed to synthesize it. The reactants are: CCCc1nc(C)n(C2CCOCC2)c(=O)c1Cc1ccc(Br)cc1.N#Cc1ccccc1B(O)O. (2) Given the product CCOc1cc(N)nc(N)n1, predict the reactants needed to synthesize it. The reactants are: CCO.Nc1cc(Cl)nc(N)n1. (3) Given the product Nc1cccc(Oc2ccc3nc(NC(=O)CC4CC4)cn3n2)c1, predict the reactants needed to synthesize it. The reactants are: Nc1cccc(O)c1.O=C(CC1CC1)Nc1cn2nc(I)ccc2n1. (4) Given the product CC(C)(CO)Cc1ccccc1, predict the reactants needed to synthesize it. The reactants are: CC(C)(C=O)Cc1ccccc1. (5) Given the product COc1ccc(F)cc1CC[C@H]1CC[C@H](CC#N)O1, predict the reactants needed to synthesize it. The reactants are: COc1ccc(F)cc1CCC1CCC(CBr)O1.[C-]#N. (6) Given the product NC1NC=CN1c1ccncc1, predict the reactants needed to synthesize it. The reactants are: O=[N+]([O-])C1NC=CN1c1ccncc1. (7) Given the product CC(=O)OCC=C(C)CS(=O)(=O)c1ccccc1, predict the reactants needed to synthesize it. The reactants are: CC(=O)OCC=C(C)CCl.O=S([O-])c1ccccc1. (8) Given the product CCN(CC)CC(=O)OCn1c(S(=O)Cc2ncc(C)c(OC)c2C)nc2ccccc21, predict the reactants needed to synthesize it. The reactants are: CCN(CC)CC(=O)O.COc1c(C)cnc(CS(=O)c2nc3ccccc3n2CO)c1C.